From a dataset of Reaction yield outcomes from USPTO patents with 853,638 reactions. Predict the reaction yield, written as a fraction of the theoretical maximum amount of product (1.0 means a 100% yield; for example, 0.34 means a 34% yield). (1) The reactants are Br[C:2]1[CH:7]=[CH:6][C:5]([C:8]2([NH:11][C:12](=[O:22])[O:13][CH:14]3[CH:19]4[CH2:20][CH2:21][N:16]([CH2:17][CH2:18]4)[CH2:15]3)[CH2:10][CH2:9]2)=[CH:4][CH:3]=1.[CH3:23][O:24][C:25]1[CH:30]=[CH:29][C:28](B(O)O)=[CH:27][CH:26]=1. The catalyst is CC([O-])=O.CC([O-])=O.[Pd+2]. The product is [N:16]12[CH2:21][CH2:20][CH:19]([CH2:18][CH2:17]1)[CH:14]([O:13][C:12](=[O:22])[NH:11][C:8]1([C:5]3[CH:6]=[CH:7][C:2]([C:28]4[CH:29]=[CH:30][C:25]([O:24][CH3:23])=[CH:26][CH:27]=4)=[CH:3][CH:4]=3)[CH2:10][CH2:9]1)[CH2:15]2. The yield is 0.650. (2) The reactants are C[O:2][C:3](=[O:24])[C:4]1[CH:9]=[CH:8][C:7]([O:10][CH2:11][C:12]2[C:13]([C:18]3[CH:23]=[CH:22][CH:21]=[CH:20][N:19]=3)=[N:14][O:15][C:16]=2[CH3:17])=[N:6][CH:5]=1.O.[OH-].[Li+].Cl. The catalyst is C1COCC1.CO.O. The product is [CH3:17][C:16]1[O:15][N:14]=[C:13]([C:18]2[CH:23]=[CH:22][CH:21]=[CH:20][N:19]=2)[C:12]=1[CH2:11][O:10][C:7]1[CH:8]=[CH:9][C:4]([C:3]([OH:24])=[O:2])=[CH:5][N:6]=1. The yield is 0.900. (3) The reactants are [F:1][C:2]1[CH:7]=[CH:6][C:5]([C:8]2[CH:17]=[C:16]([O:18]C)[C:15]3[N:14]=[CH:13][N:12](COCC[Si](C)(C)C)[C:11](=[O:28])[C:10]=3[C:9]=2[C:29]#[N:30])=[CH:4][CH:3]=1.B(Br)(Br)Br. The yield is 0.0800. The catalyst is ClCCl. The product is [F:1][C:2]1[CH:3]=[CH:4][C:5]([C:8]2[CH:17]=[C:16]([OH:18])[C:15]3[N:14]=[CH:13][NH:12][C:11](=[O:28])[C:10]=3[C:9]=2[C:29]#[N:30])=[CH:6][CH:7]=1. (4) The reactants are [NH2:1][C:2]1[CH:7]=[C:6]([F:8])[C:5]([N+:9]([O-:11])=[O:10])=[CH:4][C:3]=1[C:12]#[C:13][C:14]([CH3:26])([CH3:25])[C:15]([O:17][CH2:18][C:19]1[CH:24]=[CH:23][CH:22]=[CH:21][CH:20]=1)=[O:16]. The catalyst is C(#N)C.Cl[Pd]Cl. The product is [F:8][C:6]1[CH:7]=[C:2]2[C:3]([CH:12]=[C:13]([C:14]([CH3:26])([CH3:25])[C:15]([O:17][CH2:18][C:19]3[CH:20]=[CH:21][CH:22]=[CH:23][CH:24]=3)=[O:16])[NH:1]2)=[CH:4][C:5]=1[N+:9]([O-:11])=[O:10]. The yield is 0.900. (5) The reactants are [I:1][C:2]1[CH:7]=[CH:6][C:5]([CH2:8][C:9]([OH:11])=[O:10])=[CH:4][CH:3]=1.Cl.[CH3:13]O. The catalyst is O1CCOCC1. The product is [I:1][C:2]1[CH:3]=[CH:4][C:5]([CH2:8][C:9]([O:11][CH3:13])=[O:10])=[CH:6][CH:7]=1. The yield is 0.980. (6) The reactants are [OH-].[Na+].C[O:4][C:5](=[O:40])[CH2:6][C:7]1[CH:12]=[CH:11][C:10]([C:13]2[CH:18]=[CH:17][C:16]([C:19]([CH2:37][CH3:38])([C:22]3[CH:27]=[CH:26][C:25]([CH2:28][CH2:29][CH:30]([OH:35])[C:31]([CH3:34])([CH3:33])[CH3:32])=[C:24]([CH3:36])[CH:23]=3)[CH2:20][CH3:21])=[CH:15][C:14]=2[CH3:39])=[CH:9][CH:8]=1.Cl. The catalyst is CO. The product is [CH2:20]([C:19]([C:16]1[CH:17]=[CH:18][C:13]([C:10]2[CH:11]=[CH:12][C:7]([CH2:6][C:5]([OH:40])=[O:4])=[CH:8][CH:9]=2)=[C:14]([CH3:39])[CH:15]=1)([C:22]1[CH:27]=[CH:26][C:25]([CH2:28][CH2:29][CH:30]([OH:35])[C:31]([CH3:33])([CH3:34])[CH3:32])=[C:24]([CH3:36])[CH:23]=1)[CH2:37][CH3:38])[CH3:21]. The yield is 0.910. (7) The reactants are I[C:2]1[CH:3]=[C:4]([C:20]([NH:22][CH2:23][C:24]2[CH:29]=[CH:28][C:27]([S:30]([CH3:33])(=[O:32])=[O:31])=[CH:26][CH:25]=2)=[O:21])[C:5](=[O:19])[N:6]([C:9]2[CH:14]=[CH:13][CH:12]=[C:11]([C:15]([F:18])([F:17])[F:16])[CH:10]=2)[C:7]=1[CH3:8].C([Sn](CCCC)(CCCC)[C:39]1[N:44]=[CH:43][CH:42]=[CH:41][N:40]=1)CCC.C1(P(C2C=CC=CC=2)C2C=CC=CC=2)C=CC=CC=1. The catalyst is C1(C)C=CC=CC=1.C1C=CC(/C=C/C(/C=C/C2C=CC=CC=2)=O)=CC=1.C1C=CC(/C=C/C(/C=C/C2C=CC=CC=2)=O)=CC=1.C1C=CC(/C=C/C(/C=C/C2C=CC=CC=2)=O)=CC=1.[Pd].[Pd]. The product is [CH3:8][C:7]1[N:6]([C:9]2[CH:14]=[CH:13][CH:12]=[C:11]([C:15]([F:17])([F:18])[F:16])[CH:10]=2)[C:5](=[O:19])[C:4]([C:20]([NH:22][CH2:23][C:24]2[CH:25]=[CH:26][C:27]([S:30]([CH3:33])(=[O:32])=[O:31])=[CH:28][CH:29]=2)=[O:21])=[CH:3][C:2]=1[C:39]1[N:44]=[CH:43][CH:42]=[CH:41][N:40]=1. The yield is 0.270.